This data is from Forward reaction prediction with 1.9M reactions from USPTO patents (1976-2016). The task is: Predict the product of the given reaction. (1) Given the reactants [F:1][C:2]1[CH:31]=[CH:30][C:5]([C:6]([NH:8][C@H:9]2[C:18]3[C:13](=[CH:14][CH:15]=[C:16]([N:19]4[CH2:24][CH2:23][N:22]([CH:25]5[CH2:28][O:27][CH2:26]5)[CH2:21][CH2:20]4)[CH:17]=3)[O:12][CH2:11][C@@H:10]2[OH:29])=[O:7])=[CH:4][CH:3]=1.[CH3:32][NH2:33].[OH-].[Na+].C1[CH2:40][O:39]CC1, predict the reaction product. The product is: [F:1][C:2]1[CH:31]=[CH:30][C:5]([C:6]([NH:8][C@H:9]2[C:18]3[C:13](=[CH:14][CH:15]=[C:16]([N:19]4[CH2:20][CH2:21][N:22]([CH:25]5[CH2:28][O:27][CH2:26]5)[CH2:23][CH2:24]4)[CH:17]=3)[O:12][CH2:11][C@@H:10]2[O:29][C:40](=[O:39])[NH:33][CH3:32])=[O:7])=[CH:4][CH:3]=1. (2) Given the reactants [CH2:1]([C:3]1([OH:13])[CH:10]2[CH2:11][CH:6]3[CH2:7][CH:8]([CH2:12][CH:4]1[CH2:5]3)[CH2:9]2)[CH3:2].C(N(CC)CC)C.[C:21](Cl)(=[O:24])[CH:22]=[CH2:23], predict the reaction product. The product is: [C:21]([O:13][C:3]1([CH2:1][CH3:2])[CH:4]2[CH2:12][CH:8]3[CH2:7][CH:6]([CH2:11][CH:10]1[CH2:9]3)[CH2:5]2)(=[O:24])[CH:22]=[CH2:23]. (3) Given the reactants [CH:1]1([N:7]([CH2:17][CH:18]2[CH2:20][CH2:19]2)[C:8]2[N:13]=[CH:12][N:11]=[C:10]([C:14]([OH:16])=O)[CH:9]=2)[CH2:6][CH2:5][CH2:4][CH2:3][CH2:2]1.[NH2:21][C:22]1[C:31]2[C:26](=[CH:27][CH:28]=[CH:29][CH:30]=2)[N:25]=[CH:24][CH:23]=1, predict the reaction product. The product is: [CH:1]1([N:7]([CH2:17][CH:18]2[CH2:20][CH2:19]2)[C:8]2[N:13]=[CH:12][N:11]=[C:10]([C:14]([NH:21][C:22]3[C:31]4[C:26](=[CH:27][CH:28]=[CH:29][CH:30]=4)[N:25]=[CH:24][CH:23]=3)=[O:16])[CH:9]=2)[CH2:2][CH2:3][CH2:4][CH2:5][CH2:6]1. (4) Given the reactants [CH:1]1([CH2:4][C:5]([NH:7][NH:8][C:9]2[N:10]=[N:11][CH:12]=[C:13]([N:19]3[CH2:24][CH2:23][CH:22]([C:25]4[CH:30]=[CH:29][CH:28]=[CH:27][C:26]=4[F:31])[CH2:21][CH2:20]3)[C:14]=2[C:15]([F:18])([F:17])[F:16])=O)[CH2:3][CH2:2]1.P(Cl)(Cl)(Cl)=O, predict the reaction product. The product is: [CH:1]1([CH2:4][C:5]2[N:10]3[N:11]=[CH:12][C:13]([N:19]4[CH2:24][CH2:23][CH:22]([C:25]5[CH:30]=[CH:29][CH:28]=[CH:27][C:26]=5[F:31])[CH2:21][CH2:20]4)=[C:14]([C:15]([F:18])([F:17])[F:16])[C:9]3=[N:8][N:7]=2)[CH2:3][CH2:2]1. (5) The product is: [Br:19][CH:9]([CH2:10][C:11]1[CH:12]=[CH:13][C:14]([Cl:17])=[CH:15][CH:16]=1)[C:8]([C:4]1[CH:5]=[CH:6][CH:7]=[C:2]([Cl:1])[CH:3]=1)=[O:18]. Given the reactants [Cl:1][C:2]1[CH:3]=[C:4]([C:8](=[O:18])[CH2:9][CH2:10][C:11]2[CH:16]=[CH:15][C:14]([Cl:17])=[CH:13][CH:12]=2)[CH:5]=[CH:6][CH:7]=1.[Br:19]Br, predict the reaction product. (6) Given the reactants [CH:1]([NH:4][C:5]([C:7]1[N:8]([CH3:34])[C:9]([CH2:22][NH:23][S:24]([C:27]2[CH:32]=[CH:31][C:30]([CH3:33])=[CH:29][CH:28]=2)(=[O:26])=[O:25])=[CH:10][C:11](=[O:21])[C:12]=1[O:13]CC1C=CC=CC=1)=[O:6])([CH3:3])[CH3:2].C1(S(C(N)C2N(C)C(C(O)=O)=C(O)C(=O)C=2)(=O)=O)C=CC=CC=1, predict the reaction product. The product is: [CH:1]([NH:4][C:5]([C:7]1[N:8]([CH3:34])[C:9]([CH2:22][NH:23][S:24]([C:27]2[CH:32]=[CH:31][C:30]([CH3:33])=[CH:29][CH:28]=2)(=[O:25])=[O:26])=[CH:10][C:11](=[O:21])[C:12]=1[OH:13])=[O:6])([CH3:3])[CH3:2]. (7) Given the reactants [F:1][C:2]([F:7])([F:6])[C:3]([OH:5])=[O:4].C(OC(=O)[NH:14][CH2:15][C:16]1[CH:21]=[CH:20][C:19]([Cl:22])=[CH:18][C:17]=1[CH2:23][NH:24][C:25]([C@@H:27]1[CH2:31][CH2:30][CH2:29][N:28]1[C:32]([C:34]1([OH:44])[CH2:43][CH2:42][CH2:41][C:40]2[CH:39]=[N:38][CH:37]=[CH:36][C:35]1=2)=[O:33])=[O:26])(C)(C)C, predict the reaction product. The product is: [F:1][C:2]([F:7])([F:6])[C:3]([OH:5])=[O:4].[F:1][C:2]([F:7])([F:6])[C:3]([OH:5])=[O:4].[NH2:14][CH2:15][C:16]1[CH:21]=[CH:20][C:19]([Cl:22])=[CH:18][C:17]=1[CH2:23][NH:24][C:25]([C@@H:27]1[CH2:31][CH2:30][CH2:29][N:28]1[C:32]([C:34]1([OH:44])[CH2:43][CH2:42][CH2:41][C:40]2[CH:39]=[N:38][CH:37]=[CH:36][C:35]1=2)=[O:33])=[O:26]. (8) Given the reactants P(Br)(Br)([Br:3])=O.[CH:6]1([CH2:9][N:10]2[CH:15]=[CH:14][C:13](O)=[CH:12][C:11]2=[O:17])[CH2:8][CH2:7]1, predict the reaction product. The product is: [Br:3][C:13]1[CH:14]=[CH:15][N:10]([CH2:9][CH:6]2[CH2:8][CH2:7]2)[C:11](=[O:17])[CH:12]=1. (9) The product is: [C:22]([O:26][C:27]([NH:29][C:30]1[S:38][C:37]2[C:32](=[N:33][CH:34]=[C:35]([C:39]3[CH:40]=[CH:41][CH:42]=[CH:43][CH:44]=3)[CH:36]=2)[C:31]=1[C:45]([NH:1][C:2]1[CH:3]=[N:4][CH:5]=[CH:6][C:7]=1[N:8]1[CH2:13][CH2:12][CH2:11][C@H:10]([NH:14][C:15](=[O:21])[O:16][C:17]([CH3:18])([CH3:20])[CH3:19])[CH2:9]1)=[O:46])=[O:28])([CH3:25])([CH3:23])[CH3:24]. Given the reactants [NH2:1][C:2]1[CH:3]=[N:4][CH:5]=[CH:6][C:7]=1[N:8]1[CH2:13][CH2:12][CH2:11][C@H:10]([NH:14][C:15](=[O:21])[O:16][C:17]([CH3:20])([CH3:19])[CH3:18])[CH2:9]1.[C:22]([O:26][C:27]([NH:29][C:30]1[S:38][C:37]2[C:32](=[N:33][CH:34]=[C:35]([C:39]3[CH:44]=[CH:43][CH:42]=[CH:41][CH:40]=3)[CH:36]=2)[C:31]=1[C:45](O)=[O:46])=[O:28])([CH3:25])([CH3:24])[CH3:23].CN(C(ON1N=NC2C=CC=NC1=2)=[N+](C)C)C.F[P-](F)(F)(F)(F)F.CCN(C(C)C)C(C)C.CN(C=O)C, predict the reaction product.